From a dataset of Catalyst prediction with 721,799 reactions and 888 catalyst types from USPTO. Predict which catalyst facilitates the given reaction. (1) The catalyst class is: 203. Reactant: Br[C:2]1[CH:11]=[CH:10][CH:9]=[C:8]2[C:3]=1[CH:4]=[C:5]([CH3:12])[CH:6]=[N:7]2.[C:13](=O)([O-])[O-].[K+].[K+].CB1OB(C)OB(C)O1. Product: [CH3:12][C:5]1[CH:6]=[N:7][C:8]2[C:3]([CH:4]=1)=[C:2]([CH3:13])[CH:11]=[CH:10][CH:9]=2. (2) Reactant: [NH3:1].O1CCOCC1.[N:8]([C:11]1[CH:12]=[C:13]([S:19]([NH2:22])(=[O:21])=[O:20])[CH:14]=[CH:15][C:16]=1[O:17][CH3:18])=[C:9]=[S:10]. Product: [CH3:18][O:17][C:16]1[CH:15]=[CH:14][C:13]([S:19]([NH2:22])(=[O:20])=[O:21])=[CH:12][C:11]=1[NH:8][C:9]([NH2:1])=[S:10]. The catalyst class is: 5.